The task is: Predict the reaction yield, written as a fraction of the theoretical maximum amount of product (1.0 means a 100% yield; for example, 0.34 means a 34% yield).. This data is from Reaction yield outcomes from USPTO patents with 853,638 reactions. The reactants are Cl[C:2]1[N:7]=[C:6]([C:8]2[CH:9]=[CH:10][C:11]([CH3:16])=[C:12]([CH:15]=2)[C:13]#[N:14])[C:5]([CH3:17])=[CH:4][N:3]=1.[CH3:18][N:19]1[CH2:24][CH2:23][N:22]([CH2:25][C:26]2[CH:32]=[CH:31][C:29]([NH2:30])=[CH:28][CH:27]=2)[CH2:21][CH2:20]1. The catalyst is C(Cl)Cl.CO. The product is [CH3:16][C:11]1[CH:10]=[CH:9][C:8]([C:6]2[C:5]([CH3:17])=[CH:4][N:3]=[C:2]([NH:30][C:29]3[CH:28]=[CH:27][C:26]([CH2:25][N:22]4[CH2:21][CH2:20][N:19]([CH3:18])[CH2:24][CH2:23]4)=[CH:32][CH:31]=3)[N:7]=2)=[CH:15][C:12]=1[C:13]#[N:14]. The yield is 0.930.